This data is from Full USPTO retrosynthesis dataset with 1.9M reactions from patents (1976-2016). The task is: Predict the reactants needed to synthesize the given product. (1) Given the product [C:1]([OH:6])(=[O:7])[CH2:2][CH2:3][C:4]([OH:8])=[O:5].[C:1]([OH:6])(=[O:7])[CH2:2][CH2:3][C:4]([OH:8])=[O:5].[OH:8][C@H:9]([C@H:15]([C@@H:17]1[C@:35]2([CH3:36])[C@H:20]([C@H:21]3[C@H:32]([CH2:33][CH2:34]2)[C@:30]2([CH3:31])[C:24]([CH2:25][C@H:26]([CH2:28][CH2:29]2)[OH:27])=[CH:23][CH2:22]3)[CH2:19][CH2:18]1)[CH3:16])[CH2:10][CH2:11][CH:12]([CH3:14])[CH3:13], predict the reactants needed to synthesize it. The reactants are: [C:1]1(=[O:7])[O:6][C:4](=[O:5])[CH2:3][CH2:2]1.[OH:8][C@H:9]([C@H:15]([C@@H:17]1[C@:35]2([CH3:36])[C@H:20]([C@H:21]3[C@H:32]([CH2:33][CH2:34]2)[C@:30]2([CH3:31])[C:24]([CH2:25][C@H:26]([CH2:28][CH2:29]2)[OH:27])=[CH:23][CH2:22]3)[CH2:19][CH2:18]1)[CH3:16])[CH2:10][CH2:11][CH:12]([CH3:14])[CH3:13]. (2) Given the product [Br:1][C:2]1[S:3][C:4]([C:10]2[CH:15]=[CH:14][CH:13]=[CH:12][CH:11]=2)=[CH:5][C:6]=1[C:7]([N:39]1[CH2:34][CH2:35][CH2:36][CH2:37][CH2:38]1)=[O:9], predict the reactants needed to synthesize it. The reactants are: [Br:1][C:2]1[S:3][C:4]([C:10]2[CH:15]=[CH:14][CH:13]=[CH:12][CH:11]=2)=[CH:5][C:6]=1[C:7]([OH:9])=O.CCN(C(C)C)C(C)C.CN(C(ON1N=N[C:35]2[CH:36]=[CH:37][CH:38]=[N:39][C:34]1=2)=[N+](C)C)C.F[P-](F)(F)(F)(F)F.N1CCCCC1. (3) Given the product [CH:1]1([N:4]2[CH2:9][C:8]3([CH2:10][CH2:11][N:12]([S:15]([C:18]4[CH:23]=[CH:22][C:21]([C:24]5[CH:33]=[C:32]6[C:27]([CH:28]=[CH:29][CH:30]=[N:31]6)=[CH:26][CH:25]=5)=[CH:20][CH:19]=4)(=[O:16])=[O:17])[CH2:13][CH2:14]3)[N:7]([CH3:35])[CH2:6][C:5]2=[O:34])[CH2:3][CH2:2]1, predict the reactants needed to synthesize it. The reactants are: [CH:1]1([N:4]2[CH2:9][C:8]3([CH2:14][CH2:13][N:12]([S:15]([C:18]4[CH:23]=[CH:22][C:21]([C:24]5[CH:33]=[C:32]6[C:27]([CH:28]=[CH:29][CH:30]=[N:31]6)=[CH:26][CH:25]=5)=[CH:20][CH:19]=4)(=[O:17])=[O:16])[CH2:11][CH2:10]3)[NH:7][CH2:6][C:5]2=[O:34])[CH2:3][CH2:2]1.[C:35]([O-])(=O)C.[K+].CCN(C(C)C)C(C)C.C=O.C(O[BH-](OC(=O)C)OC(=O)C)(=O)C.[Na+]. (4) Given the product [CH2:1]([O:8][CH:9]1[CH2:14][CH:13]([C:15]2[C:20]([CH3:21])=[CH:19][CH:18]=[CH:17][N:16]=2)[N:12]([CH2:37][CH2:38][C:34]2[NH:33][CH:32]=[N:36][CH:35]=2)[CH:11]([C:22]2[C:27]([CH3:28])=[CH:26][CH:25]=[CH:24][N:23]=2)[CH2:10]1)[C:2]1[CH:7]=[CH:6][CH:5]=[CH:4][CH:3]=1, predict the reactants needed to synthesize it. The reactants are: [CH2:1]([O:8][CH:9]1[CH2:14][CH:13]([C:15]2[C:20]([CH3:21])=[CH:19][CH:18]=[CH:17][N:16]=2)[NH:12][CH:11]([C:22]2[C:27]([CH3:28])=[CH:26][CH:25]=[CH:24][N:23]=2)[CH2:10]1)[C:2]1[CH:7]=[CH:6][CH:5]=[CH:4][CH:3]=1.ClCC[C:32]1[NH:33][CH:34]=[CH:35][N:36]=1.[CH3:37][CH2:38]N(C(C)C)C(C)C. (5) Given the product [CH2:15]([O:8][C:7](=[O:9])[CH2:6][C:3]1([CH2:2][SH:1])[CH2:5][CH2:4]1)[CH3:16], predict the reactants needed to synthesize it. The reactants are: [SH:1][CH2:2][C:3]1([CH2:6][C:7]([OH:9])=[O:8])[CH2:5][CH2:4]1.S(=O)(=O)(O)O.[CH2:15](O)[CH3:16]. (6) Given the product [C:2]1([C:8]2[O:9][C:10]3[CH2:15][CH2:14][N:13]([C:18]4[N:19]=[CH:20][CH:21]=[CH:22][C:23]=4[C:24]#[N:25])[CH2:12][C:11]=3[N:16]=2)[CH:3]=[CH:4][CH:5]=[CH:6][CH:7]=1, predict the reactants needed to synthesize it. The reactants are: Cl.[C:2]1([C:8]2[O:9][C:10]3[CH2:15][CH2:14][NH:13][CH2:12][C:11]=3[N:16]=2)[CH:7]=[CH:6][CH:5]=[CH:4][CH:3]=1.Cl[C:18]1[C:23]([C:24]#[N:25])=[CH:22][CH:21]=[CH:20][N:19]=1.CCN(C(C)C)C(C)C.